From a dataset of Reaction yield outcomes from USPTO patents with 853,638 reactions. Predict the reaction yield, written as a fraction of the theoretical maximum amount of product (1.0 means a 100% yield; for example, 0.34 means a 34% yield). (1) The reactants are Br[C:2]1[CH:3]=[CH:4][C:5]([F:23])=[C:6]([C@:8]2([CH2:21][F:22])[C@H:14]3[C@:12]([C:15]4[N:16]=[N:17][NH:18][CH:19]=4)([CH2:13]3)[S:11][C:10]([NH2:20])=[N:9]2)[CH:7]=1.[N-:24]=[N+]=[N-].[Na+].O=C1O[C@H]([C@H](CO)O)C([O-])=C1O.[Na+].N#N.CN[C@@H]1CCCC[C@H]1NC.CP(C)C. The catalyst is C1COCC1.[Cu]I.O.CCO. The product is [NH2:24][C:2]1[CH:3]=[CH:4][C:5]([F:23])=[C:6]([C@:8]2([CH2:21][F:22])[C@H:14]3[C@:12]([C:15]4[N:16]=[N:17][NH:18][CH:19]=4)([CH2:13]3)[S:11][C:10]([NH2:20])=[N:9]2)[CH:7]=1. The yield is 0.740. (2) The reactants are [S-2:1].[Na+].[Na+].[S].Cl[C:6]1[CH:15]=[CH:14][C:9]([C:10]([O:12][CH3:13])=[O:11])=[CH:8][C:7]=1[N+:16]([O-:18])=[O:17]. The catalyst is CO.O.CO. The product is [N+:16]([C:7]1[CH:8]=[C:9]([CH:14]=[CH:15][C:6]=1[S:1][S:1][C:6]1[CH:15]=[CH:14][C:9]([C:10]([O:12][CH3:13])=[O:11])=[CH:8][C:7]=1[N+:16]([O-:18])=[O:17])[C:10]([O:12][CH3:13])=[O:11])([O-:18])=[O:17]. The yield is 0.650. (3) The reactants are CCO[CH:4]([OH:9])[C:5](Cl)(Cl)Cl.[O-]S([O-])(=O)=O.[Na+].[Na+].[Br:17][C:18]1[C:19]([CH3:25])=[C:20]([CH:22]=[CH:23][CH:24]=1)[NH2:21].Cl.N[OH:28].Cl. The catalyst is O. The product is [Br:17][C:18]1[C:19]([CH3:25])=[C:20]2[C:22]([C:4](=[O:9])[C:5](=[O:28])[NH:21]2)=[CH:23][CH:24]=1. The yield is 0.610. (4) The reactants are [C:1]1([O:7][C:8](=[O:22])[NH:9][C@H:10]([C:14]2[C:19]([F:20])=[C:18]([Cl:21])[CH:17]=[CH:16][N:15]=2)[CH2:11][CH:12]=C)[CH:6]=[CH:5][CH:4]=[CH:3][CH:2]=1.Cl.ClC(OC1C=CC=CC=1)=[O:26]. The catalyst is CO.O1CCOCC1.C(#N)C.CCOC(C)=O. The product is [C:1]1([O:7][C:8](=[O:22])[NH:9][C@H:10]([C:14]2[C:19]([F:20])=[C:18]([Cl:21])[CH:17]=[CH:16][N:15]=2)[CH2:11][CH:12]=[O:26])[CH:6]=[CH:5][CH:4]=[CH:3][CH:2]=1. The yield is 0.740. (5) The reactants are [CH3:1][C:2]([CH3:8])([CH3:7])[CH2:3][C:4](Cl)=[O:5].C(N(CC)CC)C.[Br:16][C:17]1[CH:22]=[C:21]([CH3:23])[C:20]([NH2:24])=[C:19]([Cl:25])[CH:18]=1.O. The catalyst is C(#N)C. The product is [Br:16][C:17]1[CH:22]=[C:21]([CH3:23])[C:20]([NH:24][C:4](=[O:5])[CH2:3][C:2]([CH3:8])([CH3:7])[CH3:1])=[C:19]([Cl:25])[CH:18]=1. The yield is 1.00. (6) The reactants are CC(C[AlH]CC(C)C)C.[Si:10]([O:17][C@@H:18]([CH2:28][CH2:29][O:30][Si:31]([C:34]([CH3:37])([CH3:36])[CH3:35])([CH3:33])[CH3:32])[C@H:19]([CH3:27])/[CH:20]=[CH:21]/[C:22](OCC)=[O:23])([C:13]([CH3:16])([CH3:15])[CH3:14])([CH3:12])[CH3:11]. The catalyst is C(Cl)Cl. The product is [Si:10]([O:17][C@@H:18]([CH2:28][CH2:29][O:30][Si:31]([C:34]([CH3:35])([CH3:37])[CH3:36])([CH3:32])[CH3:33])[C@H:19]([CH3:27])/[CH:20]=[CH:21]/[CH2:22][OH:23])([C:13]([CH3:14])([CH3:15])[CH3:16])([CH3:12])[CH3:11]. The yield is 0.970.